The task is: Binary Classification. Given a drug SMILES string, predict its activity (active/inactive) in a high-throughput screening assay against a specified biological target.. This data is from HIV replication inhibition screening data with 41,000+ compounds from the AIDS Antiviral Screen. (1) The drug is CN(C)c1ccc(C=C2C(=O)OC(C)(C)OC2=O)cc1. The result is 0 (inactive). (2) The compound is COc1ccc(C=Nn2cnc3c(c2=O)SC(=C(C#N)C#N)N3c2ccccc2)cc1. The result is 0 (inactive).